Dataset: Tyrosyl-DNA phosphodiesterase HTS with 341,365 compounds. Task: Binary Classification. Given a drug SMILES string, predict its activity (active/inactive) in a high-throughput screening assay against a specified biological target. (1) The drug is O1C(=O)C(N(c2c1ccc1c2cccc1)C)(Cc1c(cccc1)C)C(=O)C. The result is 0 (inactive). (2) The molecule is S(=O)(=O)(N(CC)CC)c1ccc(cc1)/C=C\C(=O)Nc1c(F)cc(F)cc1. The result is 0 (inactive). (3) The molecule is O=C1N(C(=O)N(C1CC(=O)Nc1ccc(cc1)CC)Cc1cc(OC)ccc1)c1cc(ccc1)C. The result is 0 (inactive). (4) The compound is S=C(N(Cc1ccccc1)Cc1cccnc1)NCC(=O)NCCc1ccc(cc1)C. The result is 0 (inactive). (5) The compound is O=c1n(c2c3c(ccc2)cccc3)ccn(CC(=O)Nc2c(OC)cccc2)c1=O. The result is 0 (inactive).